The task is: Predict which catalyst facilitates the given reaction.. This data is from Catalyst prediction with 721,799 reactions and 888 catalyst types from USPTO. (1) The catalyst class is: 7. Product: [Li+:32].[F:27][C:17]1[C:18]([N:22]2[CH2:23][CH2:24][CH2:25][CH2:26]2)=[CH:19][CH:20]=[CH:21][C:16]=1[O:15][C:13]1[CH2:14][N:10]([C@@H:5]([CH2:6][CH:7]([CH3:9])[CH3:8])[C:4]([O-:29])=[O:3])[C:11](=[O:28])[CH:12]=1. Reactant: C([O:3][C:4](=[O:29])[C@@H:5]([N:10]1[CH2:14][C:13]([O:15][C:16]2[CH:21]=[CH:20][CH:19]=[C:18]([N:22]3[CH2:26][CH2:25][CH2:24][CH2:23]3)[C:17]=2[F:27])=[CH:12][C:11]1=[O:28])[CH2:6][CH:7]([CH3:9])[CH3:8])C.O.[OH-].[Li+:32]. (2) Reactant: C(OC([N:8]1[CH2:13][CH2:12][N:11]([C:14](=[O:33])[C:15]2[CH:20]=[C:19]([CH:21]([O:23][C:24]3[CH:28]=[CH:27][S:26][C:25]=3[C:29](=[O:31])[NH2:30])[CH3:22])[CH:18]=[CH:17][C:16]=2[F:32])[CH2:10][CH2:9]1)=O)(C)(C)C.FC(F)(F)C(O)=O. Product: [F:32][C:16]1[CH:17]=[CH:18][C:19]([CH:21]([O:23][C:24]2[CH:28]=[CH:27][S:26][C:25]=2[C:29]([NH2:30])=[O:31])[CH3:22])=[CH:20][C:15]=1[C:14]([N:11]1[CH2:10][CH2:9][NH:8][CH2:13][CH2:12]1)=[O:33]. The catalyst class is: 2. (3) Reactant: [CH3:1][Si](C=[N+]=[N-])(C)C.[CH3:8][N:9]1[CH:13]=[C:12]([C:14]([OH:16])=[O:15])[CH:11]=[N:10]1. Product: [CH3:8][N:9]1[CH:13]=[C:12]([C:14]([O:16][CH3:1])=[O:15])[CH:11]=[N:10]1. The catalyst class is: 5. (4) Reactant: CC(C[AlH]CC(C)C)C.[Cl:10][C@@:11]1([F:40])[C@H:15]([O:16][Si:17]([CH:24]([CH3:26])[CH3:25])([CH:21]([CH3:23])[CH3:22])[CH:18]([CH3:20])[CH3:19])[C@@H:14]([CH2:27][O:28][Si:29]([CH:36]([CH3:38])[CH3:37])([CH:33]([CH3:35])[CH3:34])[CH:30]([CH3:32])[CH3:31])[O:13][C:12]1=[O:39].CO.[C@H](O)(C([O-])=O)[C@@H](O)C([O-])=O.[Na+].[K+]. Product: [Cl:10][C@@:11]1([F:40])[C@H:15]([O:16][Si:17]([CH:18]([CH3:19])[CH3:20])([CH:21]([CH3:22])[CH3:23])[CH:24]([CH3:25])[CH3:26])[C@@H:14]([CH2:27][O:28][Si:29]([CH:30]([CH3:32])[CH3:31])([CH:33]([CH3:35])[CH3:34])[CH:36]([CH3:38])[CH3:37])[O:13][CH:12]1[OH:39]. The catalyst class is: 390. (5) Reactant: [OH-].[K+].C([O:5][C:6](=[O:34])[C:7]([CH3:33])([CH3:32])[CH2:8][C:9]1[CH:14]=[CH:13][CH:12]=[C:11]([C:15](=[O:31])[C:16]2[CH:21]=[CH:20][CH:19]=[C:18]([CH2:22][C:23]([C:26]([O:28]CC)=[O:27])([CH3:25])[CH3:24])[CH:17]=2)[CH:10]=1)C. Product: [C:26]([C:23]([CH3:25])([CH3:24])[CH2:22][C:18]1[CH:17]=[C:16]([CH:21]=[CH:20][CH:19]=1)[C:15]([C:11]1[CH:10]=[C:9]([CH2:8][C:7]([CH3:33])([CH3:32])[C:6]([OH:34])=[O:5])[CH:14]=[CH:13][CH:12]=1)=[O:31])([OH:28])=[O:27]. The catalyst class is: 97. (6) Reactant: [Br:1]Br.[NH2:3][C:4]1[N:9]=[C:8]([Cl:10])[CH:7]=[C:6]([Cl:11])[N:5]=1.C(=O)([O-])[O-].[Na+].[Na+].CO.O. Product: [Br:1][C:7]1[C:6]([Cl:11])=[N:5][C:4]([NH2:3])=[N:9][C:8]=1[Cl:10]. The catalyst class is: 389.